This data is from Forward reaction prediction with 1.9M reactions from USPTO patents (1976-2016). The task is: Predict the product of the given reaction. (1) Given the reactants [CH3:1][S:2]([NH2:5])(=[O:4])=[O:3].[H-].[Na+].CS([C:12]1[N:13]=[C:14]([C:29]2[CH:34]=[CH:33][CH:32]=[CH:31][CH:30]=2)[C:15]2[CH:21]=[CH:20][C:19](=[O:22])[N:18]([C:23]3[CH:28]=[CH:27][CH:26]=[CH:25][CH:24]=3)[C:16]=2[N:17]=1)(=O)=O.O, predict the reaction product. The product is: [O:22]=[C:19]1[N:18]([C:23]2[CH:28]=[CH:27][CH:26]=[CH:25][CH:24]=2)[C:16]2[N:17]=[C:12]([NH:5][S:2]([CH3:1])(=[O:4])=[O:3])[N:13]=[C:14]([C:29]3[CH:34]=[CH:33][CH:32]=[CH:31][CH:30]=3)[C:15]=2[CH:21]=[CH:20]1. (2) Given the reactants Cl[C:2]1[N:10]=[C:9]([CH3:11])[N:8]=[C:7]2[C:3]=1[N:4]=[CH:5][N:6]2[CH:12]1[CH2:17][CH2:16][CH2:15][CH2:14][O:13]1.[Cl:18][C:19]1[C:28](B(O)O)=[CH:27][C:26]2[C:21](=[CH:22][CH:23]=[CH:24][CH:25]=2)[N:20]=1, predict the reaction product. The product is: [Cl:18][C:19]1[C:28]([C:2]2[N:10]=[C:9]([CH3:11])[N:8]=[C:7]3[C:3]=2[N:4]=[CH:5][N:6]3[CH:12]2[CH2:17][CH2:16][CH2:15][CH2:14][O:13]2)=[CH:27][C:26]2[C:21](=[CH:22][CH:23]=[CH:24][CH:25]=2)[N:20]=1.